This data is from Forward reaction prediction with 1.9M reactions from USPTO patents (1976-2016). The task is: Predict the product of the given reaction. The product is: [C:1]([O:5][C:6]([N:8]1[CH2:9][C@@H:10]([CH2:34][OH:35])[C@H:11]([CH2:13][N:14]([C:18](=[O:33])[C:19]2[CH:24]=[CH:23][C:22]([CH2:25][CH3:26])=[C:21]([O:27][CH2:28][CH2:29][CH2:30][O:31][CH3:32])[CH:20]=2)[CH:15]([CH3:16])[CH3:17])[CH2:12]1)=[O:7])([CH3:2])([CH3:3])[CH3:4]. Given the reactants [C:1]([O:5][C:6]([N:8]1[CH2:12][C@@H:11]([CH2:13][N:14]([C:18](=[O:33])[C:19]2[CH:24]=[CH:23][C:22]([CH2:25][CH3:26])=[C:21]([O:27][CH2:28][CH2:29][CH2:30][O:31][CH3:32])[CH:20]=2)[CH:15]([CH3:17])[CH3:16])[C@H:10]([C:34](C)(C)[O:35][SiH2]C(C)(C)C)[CH2:9]1)=[O:7])([CH3:4])([CH3:3])[CH3:2].CCCC[N+](CCCC)(CCCC)CCCC.[F-], predict the reaction product.